From a dataset of TCR-epitope binding with 47,182 pairs between 192 epitopes and 23,139 TCRs. Binary Classification. Given a T-cell receptor sequence (or CDR3 region) and an epitope sequence, predict whether binding occurs between them. (1) The epitope is RQLLFVVEV. The TCR CDR3 sequence is CASSEDRRQETQYF. Result: 1 (the TCR binds to the epitope). (2) The epitope is LLFNKVTLA. The TCR CDR3 sequence is CASSEWIQETQYF. Result: 0 (the TCR does not bind to the epitope). (3) The epitope is CINGVCWTV. The TCR CDR3 sequence is CASTGGTGELFF. Result: 0 (the TCR does not bind to the epitope). (4) The epitope is EIYKRWII. The TCR CDR3 sequence is CASSLFATNTDTQYF. Result: 0 (the TCR does not bind to the epitope). (5) The TCR CDR3 sequence is CASSSPGTRVNEQFF. The epitope is ATVVIGTSK. Result: 0 (the TCR does not bind to the epitope).